Dataset: Reaction yield outcomes from USPTO patents with 853,638 reactions. Task: Predict the reaction yield, written as a fraction of the theoretical maximum amount of product (1.0 means a 100% yield; for example, 0.34 means a 34% yield). (1) The reactants are C1C2C(=CC=CC=2)[C@H](N)[C@@H]1O.[NH2:12][C:13]1[CH:14]=[CH:15][CH:16]=[C:17]2[C:22]=1[CH2:21][C:20](=[O:23])[CH2:19][CH2:18]2.[OH-].[K+].C(OCC)(=O)C.CCCCCC. The catalyst is CC(O)C.[Ru](Cl)Cl.C1C=CC=CC=1.[Ru]. The product is [NH2:12][C:13]1[CH:14]=[CH:15][CH:16]=[C:17]2[C:22]=1[CH2:21][C@H:20]([OH:23])[CH2:19][CH2:18]2. The yield is 0.630. (2) The reactants are C([O:8][C:9]1[CH:14]=[CH:13][C:12]([N:15]2[CH:19]=[C:18]([C:20]([F:23])([F:22])[F:21])[CH:17]=[N:16]2)=[CH:11][C:10]=1[CH3:24])C1C=CC=CC=1.C(O)C.[H][H]. The catalyst is [OH-].[OH-].[Pd+2].C1COCC1. The product is [CH3:24][C:10]1[CH:11]=[C:12]([N:15]2[CH:19]=[C:18]([C:20]([F:23])([F:22])[F:21])[CH:17]=[N:16]2)[CH:13]=[CH:14][C:9]=1[OH:8]. The yield is 0.860. (3) The reactants are Br[C:2]1[C:7]2[C:8]3[CH:22]=[C:21]([C:23]4[CH:24]=[N:25][N:26]([CH3:28])[CH:27]=4)[CH:20]=[N:19][C:9]=3[N:10]([CH2:11][O:12][CH2:13][CH2:14][Si:15]([CH3:18])([CH3:17])[CH3:16])[C:6]=2[CH:5]=[N:4][C:3]=1[C:29]#[N:30].[C:31]([O:35][C:36]([N:38]1[CH2:43][CH2:42][CH:41]([SH:44])[CH2:40][CH2:39]1)=[O:37])([CH3:34])([CH3:33])[CH3:32].CC(C)([O-])C.[Na+]. The catalyst is C(COC)OC.C([O-])(=O)C.[Pd+2].C([O-])(=O)C. The product is [C:31]([O:35][C:36]([N:38]1[CH2:43][CH2:42][CH:41]([S:44][C:2]2[C:7]3[C:8]4[CH:22]=[C:21]([C:23]5[CH:24]=[N:25][N:26]([CH3:28])[CH:27]=5)[CH:20]=[N:19][C:9]=4[N:10]([CH2:11][O:12][CH2:13][CH2:14][Si:15]([CH3:18])([CH3:17])[CH3:16])[C:6]=3[CH:5]=[N:4][C:3]=2[C:29]#[N:30])[CH2:40][CH2:39]1)=[O:37])([CH3:34])([CH3:32])[CH3:33]. The yield is 0.680. (4) The reactants are [NH2:1][C:2]1[CH:7]=[CH:6][C:5]([N+:8]([O-:10])=[O:9])=[CH:4][C:3]=1[OH:11].Br[CH:13]([C:18]1[CH:23]=[CH:22][CH:21]=[CH:20][CH:19]=1)[C:14](OC)=[O:15].C(=O)([O-])[O-].[K+].[K+]. The catalyst is CN(C=O)C. The product is [N+:8]([C:5]1[CH:6]=[CH:7][C:2]2[NH:1][C:14](=[O:15])[CH:13]([C:18]3[CH:23]=[CH:22][CH:21]=[CH:20][CH:19]=3)[O:11][C:3]=2[CH:4]=1)([O-:10])=[O:9]. The yield is 0.760. (5) The reactants are [CH2:1]([C:3]1[O:4][C:5]2[CH:14]=[CH:13][CH:12]=[CH:11][C:6]=2[C:7]=1[C:8](Cl)=[O:9])[CH3:2].[CH3:15][NH:16][CH2:17][C:18]1[CH:19]=[C:20]2[C:25](=[CH:26][CH:27]=1)[CH:24]=[C:23]([OH:28])[CH:22]=[CH:21]2.C(N(CC)CC)C.CCCCCC. The catalyst is C1COCC1.C(OCC)(=O)C. The product is [OH:28][C:23]1[CH:24]=[C:25]2[C:20](=[CH:21][CH:22]=1)[CH:19]=[C:18]([CH2:17][N:16]([CH3:15])[C:8]([C:7]1[C:6]3[CH:11]=[CH:12][CH:13]=[CH:14][C:5]=3[O:4][C:3]=1[CH2:1][CH3:2])=[O:9])[CH:27]=[CH:26]2. The yield is 0.840. (6) The reactants are [CH3:1][Si:2]([CH3:35])([CH3:34])[CH2:3][CH2:4][O:5][CH2:6][N:7]1[C:11]2[N:12]=[CH:13][N:14]=[C:15]([C:16]3[CH:17]=[N:18][N:19]([CH:21]([CH2:28][C:29](OCC)=[O:30])[CH2:22][C:23](OCC)=[O:24])[CH:20]=3)[C:10]=2[CH:9]=[CH:8]1.[AlH4-].[Li+]. The catalyst is C1COCC1. The product is [CH3:35][Si:2]([CH3:1])([CH3:34])[CH2:3][CH2:4][O:5][CH2:6][N:7]1[C:11]2[N:12]=[CH:13][N:14]=[C:15]([C:16]3[CH:17]=[N:18][N:19]([CH:21]([CH2:22][CH2:23][OH:24])[CH2:28][CH2:29][OH:30])[CH:20]=3)[C:10]=2[CH:9]=[CH:8]1. The yield is 0.760. (7) The reactants are [CH2:1]([O:3][C:4](=[O:26])[CH2:5][O:6][CH:7]1[CH2:14][CH:13]2[N:15](C(OCC3C=CC=CC=3)=O)[CH:9]([CH2:10][O:11][CH2:12]2)[CH2:8]1)[CH3:2]. The catalyst is CCO.[Pd]. The product is [CH:13]12[NH:15][CH:9]([CH2:8][CH:7]([O:6][CH2:5][C:4]([O:3][CH2:1][CH3:2])=[O:26])[CH2:14]1)[CH2:10][O:11][CH2:12]2. The yield is 0.910.